Dataset: Full USPTO retrosynthesis dataset with 1.9M reactions from patents (1976-2016). Task: Predict the reactants needed to synthesize the given product. (1) Given the product [Cl:14][C:10]1[CH:9]=[C:8]([C:6]2[N:7]=[C:2]([NH:18][C:19]3[CH:20]=[CH:21][C:22]([CH2:25][C@H:26]([OH:28])[CH3:27])=[CH:23][CH:24]=3)[C:3]3[CH2:17][CH2:16][CH2:15][C:4]=3[N:5]=2)[CH:13]=[CH:12][CH:11]=1, predict the reactants needed to synthesize it. The reactants are: Cl[C:2]1[C:3]2[CH2:17][CH2:16][CH2:15][C:4]=2[N:5]=[C:6]([C:8]2[CH:13]=[CH:12][CH:11]=[C:10]([Cl:14])[CH:9]=2)[N:7]=1.[NH2:18][C:19]1[CH:24]=[CH:23][C:22]([CH2:25][C@H:26]([OH:28])[CH3:27])=[CH:21][CH:20]=1. (2) Given the product [N:17]1([C:10]2[CH:11]=[CH:12][C:13]([N+:14]([O-:16])=[O:15])=[C:8]([CH:9]=2)[O:7][CH2:6][CH2:5][C:1]#[N:2])[CH2:22][CH2:21][O:20][CH2:19][CH2:18]1, predict the reactants needed to synthesize it. The reactants are: [C-:1]#[N:2].[Na+].Br[CH2:5][CH2:6][O:7][C:8]1[CH:9]=[C:10]([N:17]2[CH2:22][CH2:21][O:20][CH2:19][CH2:18]2)[CH:11]=[CH:12][C:13]=1[N+:14]([O-:16])=[O:15].C(Cl)Cl.